Dataset: Reaction yield outcomes from USPTO patents with 853,638 reactions. Task: Predict the reaction yield, written as a fraction of the theoretical maximum amount of product (1.0 means a 100% yield; for example, 0.34 means a 34% yield). (1) The reactants are Cl.[NH2:2][CH2:3][C:4]1[CH:13]=[CH:12][C:7]([C:8]([O:10][CH3:11])=[O:9])=[CH:6][CH:5]=1.CCN(CC)CC.[F:21][C:22]1[CH:27]=[CH:26][C:25]([S:28](Cl)(=[O:30])=[O:29])=[CH:24][CH:23]=1.O. The catalyst is ClCCl. The product is [F:21][C:22]1[CH:27]=[CH:26][C:25]([S:28]([NH:2][CH2:3][C:4]2[CH:5]=[CH:6][C:7]([C:8]([O:10][CH3:11])=[O:9])=[CH:12][CH:13]=2)(=[O:30])=[O:29])=[CH:24][CH:23]=1. The yield is 0.850. (2) The reactants are [N:1]1([CH2:6][CH2:7][CH2:8][N:9]2[C:18]3[C:13](=[CH:14][C:15]([NH2:19])=[CH:16][CH:17]=3)[CH2:12][CH2:11][CH2:10]2)[CH2:5][CH2:4][CH2:3][CH2:2]1.I.[CH3:21][C:22]1[S:26][C:25]([C:27](SC)=[NH:28])=[CH:24][CH:23]=1. The catalyst is C(O)C.O.C(=O)([O-])[O-].[Na+].[Na+]. The product is [CH3:21][C:22]1[S:26][C:25]([C:27](=[NH:28])[NH:19][C:15]2[CH:14]=[C:13]3[C:18](=[CH:17][CH:16]=2)[N:9]([CH2:8][CH2:7][CH2:6][N:1]2[CH2:5][CH2:4][CH2:3][CH2:2]2)[CH2:10][CH2:11][CH2:12]3)=[CH:24][CH:23]=1. The yield is 0.578. (3) The reactants are CC(C)([C:6]([O-:8])=[O:7])C([O-])=O.[H-].[Na+].I[CH2:13][CH2:14][CH2:15][CH2:16][CH2:17][CH:18]=[CH2:19].O.[CH3:21]CCCCC.[C:27]([O:30][CH2:31]C)(=[O:29])[CH3:28]. The catalyst is CS(C)=O. The product is [CH2:13]([CH:28]([C:6]([O:8][CH3:21])=[O:7])[C:27]([O:30][CH3:31])=[O:29])[CH2:14][CH2:15][CH2:16][CH2:17][CH:18]=[CH2:19]. The yield is 0.871. (4) The reactants are C([Li])CCC.C(N[CH:10]([CH3:12])[CH3:11])(C)C.C(N([CH2:23][CH3:24])CCN(CC)CC)C.[C:25]([O:32][CH2:33][CH3:34])(=[O:31])[C:26](OCC)=O.C(O)(=O)C[C:37]([CH2:42][C:43]([OH:45])=[O:44])(C(O)=O)[OH:38].[O:48]1[CH2:52]CC[CH2:49]1. No catalyst specified. The product is [CH2:33]([O:32][C:25]([C:26]1[O:45][C:43](=[O:44])[C:42]2[C:24]([CH:23]=1)=[CH:11][CH:10]=[CH:12][C:37]=2[O:38][CH2:49][O:48][CH3:52])=[O:31])[CH3:34]. The yield is 0.320. (5) The reactants are [Cl:1][C:2]1[CH:17]=[CH:16][C:5]([O:6][C@@H:7]([CH3:15])[CH2:8][CH2:9][O:10]S(C)(=O)=O)=[C:4]([O:18][C:19]2[CH:24]=[CH:23][CH:22]=[CH:21][CH:20]=2)[CH:3]=1.C([O:27][C:28](=[O:39])[CH2:29][CH2:30][C:31]1[CH:32]=[N:33][C:34](O)=[CH:35][C:36]=1[CH3:37])C.C(=O)([O-])[O-].[Cs+].[Cs+].[OH-].[Na+]. The catalyst is CN(C=O)C. The product is [Cl:1][C:2]1[CH:17]=[CH:16][C:5]([O:6][C@H:7]([CH3:15])[CH2:8][CH2:9][O:10][C:34]2[N:33]=[CH:32][C:31]([CH2:30][CH2:29][C:28]([OH:39])=[O:27])=[C:36]([CH3:37])[CH:35]=2)=[C:4]([O:18][C:19]2[CH:24]=[CH:23][CH:22]=[CH:21][CH:20]=2)[CH:3]=1. The yield is 0.330. (6) The reactants are [CH2:1]([O:8][N:9]([C@H:22]1[CH2:27][N:26]([C:28]([O:30][C:31]([CH3:34])([CH3:33])[CH3:32])=[O:29])[C@H:25]([C:35](=[NH:38])[NH:36][OH:37])[CH2:24][CH2:23]1)[S:10]([C:13]1[CH:18]=[CH:17][CH:16]=[CH:15][C:14]=1[N+:19]([O-:21])=[O:20])(=[O:12])=[O:11])[C:2]1[CH:7]=[CH:6][CH:5]=[CH:4][CH:3]=1.[CH3:39]C1C=CC(S([O-])(=O)=O)=CC=1.C1C=C[NH+]=CC=1. The catalyst is COC(OC)OC. The product is [CH2:1]([O:8][N:9]([C@H:22]1[CH2:27][N:26]([C:28]([O:30][C:31]([CH3:34])([CH3:33])[CH3:32])=[O:29])[C@H:25]([C:35]2[N:38]=[CH:39][O:37][N:36]=2)[CH2:24][CH2:23]1)[S:10]([C:13]1[CH:18]=[CH:17][CH:16]=[CH:15][C:14]=1[N+:19]([O-:21])=[O:20])(=[O:12])=[O:11])[C:2]1[CH:7]=[CH:6][CH:5]=[CH:4][CH:3]=1. The yield is 0.690.